Dataset: Full USPTO retrosynthesis dataset with 1.9M reactions from patents (1976-2016). Task: Predict the reactants needed to synthesize the given product. (1) Given the product [NH2:17][C:15]1[C:16]2[C:8]([C:5]3[CH:6]=[CH:7][C:2]([CH2:21][C:20]([CH2:19][C:22]4[CH:27]=[CH:26][CH:25]=[CH:24][CH:23]=4)=[O:56])=[CH:3][CH:4]=3)=[C:9]([CH3:18])[S:10][C:11]=2[N:12]=[CH:13][N:14]=1, predict the reactants needed to synthesize it. The reactants are: Br[C:2]1[CH:7]=[CH:6][C:5]([C:8]2[C:16]3[C:15]([NH2:17])=[N:14][CH:13]=[N:12][C:11]=3[S:10][C:9]=2[CH3:18])=[CH:4][CH:3]=1.[C:19]([C:22]1[CH:27]=[CH:26][CH:25]=[CH:24][CH:23]=1)#[C:20][CH3:21].C(NCC)C.C1(P(C2C=CC=CC=2)C2C=CC=CC=2)C=CC=CC=1.CN(C=[O:56])C. (2) Given the product [Cl:1][C:2]1[CH:7]=[CH:6][C:5]([C:8]2[CH:13]=[C:12]([CH:14]([F:15])[F:16])[N:11]3[N:17]=[CH:18][C:19]([C:20]4[O:21][N:26]=[C:25]([C:27]5[S:28][C:29]([S:32]([NH2:33])(=[O:35])=[O:34])=[CH:30][CH:31]=5)[N:24]=4)=[C:10]3[N:9]=2)=[CH:4][CH:3]=1, predict the reactants needed to synthesize it. The reactants are: [Cl:1][C:2]1[CH:7]=[CH:6][C:5]([C:8]2[CH:13]=[C:12]([CH:14]([F:16])[F:15])[N:11]3[N:17]=[CH:18][C:19]([C:20](O)=[O:21])=[C:10]3[N:9]=2)=[CH:4][CH:3]=1.O[NH:24][C:25]([C:27]1[S:28][C:29]([S:32](=[O:35])(=[O:34])[NH2:33])=[CH:30][CH:31]=1)=[NH:26]. (3) Given the product [S:1]1[C:5]2[CH:6]=[C:7]([C:10]([Cl:16])=[O:12])[CH:8]=[CH:9][C:4]=2[N:3]=[CH:2]1, predict the reactants needed to synthesize it. The reactants are: [S:1]1[C:5]2[CH:6]=[C:7]([C:10]([OH:12])=O)[CH:8]=[CH:9][C:4]=2[N:3]=[CH:2]1.C(Cl)(=O)C([Cl:16])=O. (4) The reactants are: [Br:1][C:2]1[N:7]=[C:6]2[N:8]([C:13]3[CH:18]=[CH:17][CH:16]=[C:15]([N:19]4[N:28]=[CH:27][C:26]5[C:21](=[C:22]([F:33])[CH:23]=[C:24]([C:29]([CH3:32])([CH3:31])[CH3:30])[CH:25]=5)[C:20]4=[O:34])[C:14]=3[CH2:35][OH:36])[CH:9]=[C:10]([C:11]#[N:12])[C:5]2=[CH:4][CH:3]=1.C([OH:39])C. Given the product [Br:1][C:2]1[N:7]=[C:6]2[N:8]([C:13]3[CH:18]=[CH:17][CH:16]=[C:15]([N:19]4[N:28]=[CH:27][C:26]5[C:21](=[C:22]([F:33])[CH:23]=[C:24]([C:29]([CH3:31])([CH3:32])[CH3:30])[CH:25]=5)[C:20]4=[O:34])[C:14]=3[CH2:35][OH:36])[CH:9]=[C:10]([C:11]([NH2:12])=[O:39])[C:5]2=[CH:4][CH:3]=1, predict the reactants needed to synthesize it. (5) The reactants are: [CH3:1][O:2][C:3]1[CH:4]=[C:5]([CH2:11][CH2:12][NH2:13])[CH:6]=[CH:7][C:8]=1[O:9][CH3:10].C[O:15][C:16](=O)[CH2:17][C:18]([CH:20]1[CH2:22][CH2:21]1)=[O:19].COC1C=C(CCNC(=O)CC(=O)CC)C=CC=1OC. Given the product [CH:20]1([C:18](=[O:19])[CH2:17][C:16]([NH:13][CH2:12][CH2:11][C:5]2[CH:6]=[CH:7][C:8]([O:9][CH3:10])=[C:3]([O:2][CH3:1])[CH:4]=2)=[O:15])[CH2:22][CH2:21]1, predict the reactants needed to synthesize it. (6) Given the product [C:5]([O:4][C:1](=[O:3])[CH2:2][C:23]1([SH:32])[CH:24]2[CH2:30][CH:28]3[CH2:27][CH:26]([CH2:31][CH:22]1[CH2:29]3)[CH2:25]2)([CH3:8])([CH3:7])[CH3:6], predict the reactants needed to synthesize it. The reactants are: [C:1]([O:4][C:5]([CH3:8])([CH3:7])[CH3:6])(=[O:3])[CH3:2].O1CCCC1.C([N-]C(C)C)(C)C.[Li+].[CH:22]12[CH2:31][CH:26]3[CH2:27][CH:28]([CH2:30][CH:24]([CH2:25]3)[C:23]1=[S:32])[CH2:29]2. (7) Given the product [C:1]1([C:7]2[CH:8]=[C:9]3[C:13](=[C:14]([C:16]([NH2:18])=[O:17])[CH:15]=2)[NH:12][CH:11]=[C:10]3[C:29]2[CH2:30][CH2:31][N:26]([CH2:19][C:20]3[CH:25]=[CH:24][CH:23]=[CH:22][CH:21]=3)[CH2:27][CH:28]=2)[CH:6]=[CH:5][CH:4]=[CH:3][CH:2]=1, predict the reactants needed to synthesize it. The reactants are: [C:1]1([C:7]2[CH:8]=[C:9]3[C:13](=[C:14]([C:16]([NH2:18])=[O:17])[CH:15]=2)[NH:12][CH:11]=[CH:10]3)[CH:6]=[CH:5][CH:4]=[CH:3][CH:2]=1.[CH2:19]([N:26]1[CH2:31][CH2:30][CH2:29][CH2:28][C:27]1=O)[C:20]1[CH:25]=[CH:24][CH:23]=[CH:22][CH:21]=1.C[O-].[Na+].